From a dataset of Catalyst prediction with 721,799 reactions and 888 catalyst types from USPTO. Predict which catalyst facilitates the given reaction. (1) Reactant: C(O)(C(F)(F)F)=O.C(OC([NH:15][C@H:16]1[C:24]2[C:19](=[CH:20][CH:21]=[C:22]([C:25]([O:27][CH3:28])=[O:26])[CH:23]=2)[CH2:18][CH2:17]1)=O)(C)(C)C. Product: [CH3:28][O:27][C:25]([C:22]1[CH:23]=[C:24]2[C:19](=[CH:20][CH:21]=1)[CH2:18][CH2:17][C@H:16]2[NH2:15])=[O:26]. The catalyst class is: 2. (2) Reactant: [I:1][C:2]1[CH:3]=[C:4]([NH2:9])[C:5]([NH2:8])=[CH:6][CH:7]=1.[F:10][C:11]1[CH:16]=[CH:15][CH:14]=[CH:13][C:12]=1[C:17]1[CH:22]=[CH:21][C:20]([CH:23]=O)=[CH:19][CH:18]=1.C[Si](Cl)(C)C.C([O-])([O-])=O.[Na+].[Na+]. Product: [F:10][C:11]1[CH:16]=[CH:15][CH:14]=[CH:13][C:12]=1[C:17]1[CH:18]=[CH:19][C:20]([C:23]2[NH:9][C:4]3[CH:3]=[C:2]([I:1])[CH:7]=[CH:6][C:5]=3[N:8]=2)=[CH:21][CH:22]=1. The catalyst class is: 3. (3) The catalyst class is: 71. Reactant: [CH3:1][O:2][C:3](=[O:28])[C:4]([CH3:27])([CH3:26])/[CH:5]=[CH:6]/[C:7]1[CH:16]=[C:15]2[C:10]([CH:11]=[CH:12][C:13]([C@H:17]([NH:19][S@@](C(C)(C)C)=O)[CH3:18])=[N:14]2)=[CH:9][CH:8]=1.[ClH:29]. Product: [ClH:29].[CH3:1][O:2][C:3](=[O:28])[C:4]([CH3:27])([CH3:26])/[CH:5]=[CH:6]/[C:7]1[CH:16]=[C:15]2[C:10]([CH:11]=[CH:12][C:13]([C@H:17]([NH2:19])[CH3:18])=[N:14]2)=[CH:9][CH:8]=1. (4) Reactant: [S:1]1[C:5]2[CH:6]=[CH:7][CH:8]=[C:9]([O:10][C:11]3[CH:16]=[CH:15][C:14]([NH:17][C:18]4[C:19]5[N:26]([CH2:27][CH2:28][NH:29][C:30](=[O:36])[C:31]([CH3:35])([CH3:34])[CH2:32][OH:33])[CH:25]=[CH:24][C:20]=5[N:21]=[CH:22][N:23]=4)=[CH:13][C:12]=3[Cl:37])[C:4]=2[CH:3]=[CH:2]1.[CH3:38][S:39]([OH:42])(=[O:41])=[O:40].C(OCC)(=O)C. Product: [CH3:38][S:39]([OH:42])(=[O:41])=[O:40].[S:1]1[C:5]2[CH:6]=[CH:7][CH:8]=[C:9]([O:10][C:11]3[CH:16]=[CH:15][C:14]([NH:17][C:18]4[C:19]5[N:26]([CH2:27][CH2:28][NH:29][C:30](=[O:36])[C:31]([CH3:35])([CH3:34])[CH2:32][OH:33])[CH:25]=[CH:24][C:20]=5[N:21]=[CH:22][N:23]=4)=[CH:13][C:12]=3[Cl:37])[C:4]=2[CH:3]=[CH:2]1. The catalyst class is: 8. (5) Reactant: O[CH2:2][C:3]1[C-:4]([N:8]([CH3:10])[CH3:9])[CH:5]=[CH:6][CH:7]=1.[CH-:11]1[CH:15]=[CH:14][CH:13]=[CH:12]1.[Fe+2:16].[Na+].[I-].Cl[Si](C)(C)C.[NH:24]([CH2:27][CH3:28])[CH2:25][CH3:26]. Product: [CH2:25]([N:24]([CH2:2][C:3]1[C-:4]([N:8]([CH3:10])[CH3:9])[CH:5]=[CH:6][CH:7]=1)[CH2:27][CH3:28])[CH3:26].[CH-:11]1[CH:15]=[CH:14][CH:13]=[CH:12]1.[Fe+2:16]. The catalyst class is: 496. (6) Reactant: [C:1]([C:5]1[S:9][C:8]([C:10]2[CH:15]=[C:14]([OH:16])[CH:13]=[CH:12][C:11]=2[C:17]2[CH:22]=[C:21]([O:23][CH3:24])[CH:20]=[CH:19][C:18]=2[F:25])=[N:7][N:6]=1)([CH3:4])([CH3:3])[CH3:2].[CH:26]1([CH:29]([C:36]2[CH:41]=[CH:40][CH:39]=[C:38]([CH2:42]O)[CH:37]=2)[CH2:30][C:31]([O:33][CH2:34][CH3:35])=[O:32])[CH2:28][CH2:27]1.C1(P(C2C=CC=CC=2)C2C=CC=CC=2)C=CC=CC=1.N(C(OCC)=O)=NC(OCC)=O. Product: [C:1]([C:5]1[S:9][C:8]([C:10]2[CH:15]=[C:14]([O:16][CH2:42][C:38]3[CH:37]=[C:36]([CH:29]([CH:26]4[CH2:27][CH2:28]4)[CH2:30][C:31]([O:33][CH2:34][CH3:35])=[O:32])[CH:41]=[CH:40][CH:39]=3)[CH:13]=[CH:12][C:11]=2[C:17]2[CH:22]=[C:21]([O:23][CH3:24])[CH:20]=[CH:19][C:18]=2[F:25])=[N:7][N:6]=1)([CH3:4])([CH3:2])[CH3:3]. The catalyst class is: 182. (7) Reactant: C([O:3][C:4]([C:6]1[C:7]2[C:15]([CH3:16])=[N:14][N:13]([CH:17]3[CH2:22][CH2:21][CH2:20][CH2:19][O:18]3)[C:8]=2[N:9]=[C:10]([Br:12])[CH:11]=1)=O)C.[BH4-].[Li+].O.C(OCC)(=O)C. Product: [Br:12][C:10]1[N:9]=[C:8]2[N:13]([CH:17]3[CH2:22][CH2:21][CH2:20][CH2:19][O:18]3)[N:14]=[C:15]([CH3:16])[C:7]2=[C:6]([CH2:4][OH:3])[CH:11]=1. The catalyst class is: 1. (8) Reactant: C(Cl)(=O)C(Cl)=O.[Br:7][C:8]1[CH:9]=[N:10][CH:11]=[C:12]2[C:17]=1[N:16]=[C:15]([C:18]([OH:20])=O)[CH:14]=[CH:13]2.[F:21][C:22]([F:32])([F:31])[C:23]1[CH:28]=[CH:27][C:26]([CH2:29][NH2:30])=[CH:25][CH:24]=1.C(N(CC)CC)C.C([O-])(O)=O.[Na+]. Product: [Br:7][C:8]1[CH:9]=[N:10][CH:11]=[C:12]2[C:17]=1[N:16]=[C:15]([C:18]([NH:30][CH2:29][C:26]1[CH:25]=[CH:24][C:23]([C:22]([F:21])([F:31])[F:32])=[CH:28][CH:27]=1)=[O:20])[CH:14]=[CH:13]2. The catalyst class is: 588. (9) Reactant: C(Cl)CCl.[C:5]([C:8]1[CH:9]=[CH:10][C:11]2[NH:17][C@@H:16]([CH2:18][C:19]([O:21][CH3:22])=[O:20])[C:15](=[O:23])[N:14]([CH3:24])[CH2:13][C:12]=2[CH:25]=1)([OH:7])=O.Cl.Cl.[NH2:28][CH2:29][C:30]1[NH:31][C:32]2[CH:38]=[CH:37][CH:36]=[CH:35][C:33]=2[N:34]=1.C1C=CC2N(O)N=NC=2C=1.O.C(N(C(C)C)CC)(C)C. Product: [N:31]1[C:32]2[CH:38]=[CH:37][CH:36]=[CH:35][C:33]=2[NH:34][C:30]=1[CH2:29][NH:28][C:5]([C:8]1[CH:9]=[CH:10][C:11]2[NH:17][C@@H:16]([CH2:18][C:19]([O:21][CH3:22])=[O:20])[C:15](=[O:23])[N:14]([CH3:24])[CH2:13][C:12]=2[CH:25]=1)=[O:7]. The catalyst class is: 3.